Task: Predict the product of the given reaction.. Dataset: Forward reaction prediction with 1.9M reactions from USPTO patents (1976-2016) (1) Given the reactants [CH3:1][O:2][SiH:3]([O:6][CH3:7])[O:4][CH3:5].N[CH2:9][O:10][Si](CCC)(OC)OC, predict the reaction product. The product is: [CH3:1][O:2][Si:3]([O:10][CH3:9])([O:6][CH3:7])[O:4][CH3:5]. (2) Given the reactants [C:1]1([CH:8]=[CH:7][C:5]([OH:6])=[CH:4][CH:3]=1)[OH:2].Br[C:10]([CH3:17])([CH3:16])[C:11]([O:13][CH2:14][CH3:15])=[O:12].Cl, predict the reaction product. The product is: [OH:2][C:1]1[CH:8]=[CH:7][C:5]([O:6][C:10]([CH3:17])([CH3:16])[C:11]([O:13][CH2:14][CH3:15])=[O:12])=[CH:4][CH:3]=1. (3) Given the reactants [C:1]([C:4]1[CH:5]=[CH:6][C:7]2[C:13]3[C:14]([O:22][CH3:23])=[C:15]([O:20][CH3:21])[C:16]([O:18][CH3:19])=[CH:17][C:12]=3[CH2:11][CH2:10][C@H:9]([NH:24][C:25](=[O:27])[CH3:26])[C:8]=2[CH:28]=1)(O)=[O:2].C1CCC(N=C=NC2CCCCC2)CC1.[NH2:44][CH2:45][CH2:46][CH2:47][N:48]1[CH2:53][CH2:52][O:51][CH2:50][CH2:49]1, predict the reaction product. The product is: [C:25]([NH:24][C@@H:9]1[C:8]2[CH:28]=[C:4]([C:1]([NH:44][CH2:45][CH2:46][CH2:47][N:48]3[CH2:53][CH2:52][O:51][CH2:50][CH2:49]3)=[O:2])[CH:5]=[CH:6][C:7]=2[C:13]2[C:14]([O:22][CH3:23])=[C:15]([O:20][CH3:21])[C:16]([O:18][CH3:19])=[CH:17][C:12]=2[CH2:11][CH2:10]1)(=[O:27])[CH3:26]. (4) Given the reactants C([O:3][C:4](=[O:25])[C:5]1[CH:10]=[CH:9][C:8]([CH3:11])=[C:7]([NH:12][C:13]2[N:18]=[C:17]([C:19]3[CH:24]=[N:23][CH:22]=[CH:21][N:20]=3)[CH:16]=[CH:15][N:14]=2)[CH:6]=1)C.C(OC(=O)C1C=CC(NC2N=C(C3C=NC=CC=3)C=CN=2)=CC=1)C, predict the reaction product. The product is: [CH3:11][C:8]1[CH:9]=[CH:10][C:5]([C:4]([OH:25])=[O:3])=[CH:6][C:7]=1[NH:12][C:13]1[N:18]=[C:17]([C:19]2[CH:24]=[N:23][CH:22]=[CH:21][N:20]=2)[CH:16]=[CH:15][N:14]=1. (5) The product is: [CH2:30]([O:1][C:2]1[CH:3]=[C:4]([CH2:8][NH:9][C:10]([C:12]2[CH:13]=[C:14]3[C:19](=[CH:20][CH:21]=2)[N:18]=[CH:17][CH:16]=[CH:15]3)=[O:11])[CH:5]=[CH:6][CH:7]=1)[CH2:29][CH:28]=[CH2:27]. Given the reactants [OH:1][C:2]1[CH:3]=[C:4]([CH2:8][NH:9][C:10]([C:12]2[CH:13]=[C:14]3[C:19](=[CH:20][CH:21]=2)[N:18]=[CH:17][CH:16]=[CH:15]3)=[O:11])[CH:5]=[CH:6][CH:7]=1.[H-].[Na+].[I-].[K+].Br[CH2:27][CH2:28][CH:29]=[CH2:30], predict the reaction product. (6) Given the reactants [F:1][C:2]1[CH:13]=[C:12]([OH:14])[C:5]2[O:6][C:7]([CH3:11])([CH3:10])[O:8][CH2:9][C:4]=2[CH:3]=1.C(=O)([O-])[O-].[Cs+].[Cs+].[CH2:21](Br)[C:22]1[CH:27]=[CH:26][CH:25]=[CH:24][CH:23]=1.O, predict the reaction product. The product is: [F:1][C:2]1[CH:13]=[C:12]([O:14][CH2:21][C:22]2[CH:27]=[CH:26][CH:25]=[CH:24][CH:23]=2)[C:5]2[O:6][C:7]([CH3:11])([CH3:10])[O:8][CH2:9][C:4]=2[CH:3]=1. (7) Given the reactants [N:1]1([CH2:10][CH2:11][C:12]([OH:14])=O)[C:9]2[C:4](=[CH:5][CH:6]=[CH:7][CH:8]=2)[CH:3]=[N:2]1.CCN(C(C)C)C(C)C.CN(C(ON1N=NC2C=CC=CC1=2)=[N+](C)C)C.[B-](F)(F)(F)F.Cl.C([O:49][C:50](=[O:70])[CH2:51][O:52][C:53]1[CH:58]=[CH:57][C:56]([Cl:59])=[CH:55][C:54]=1[CH:60]1[C:68]2[C:63](=[CH:64][C:65]([F:69])=[CH:66][CH:67]=2)[CH2:62][NH:61]1)C, predict the reaction product. The product is: [Cl:59][C:56]1[CH:57]=[CH:58][C:53]([O:52][CH2:51][C:50]([OH:70])=[O:49])=[C:54]([CH:60]2[C:68]3[C:63](=[CH:64][C:65]([F:69])=[CH:66][CH:67]=3)[CH2:62][N:61]2[C:12](=[O:14])[CH2:11][CH2:10][N:1]2[C:9]3[C:4](=[CH:5][CH:6]=[CH:7][CH:8]=3)[CH:3]=[N:2]2)[CH:55]=1.